Dataset: Forward reaction prediction with 1.9M reactions from USPTO patents (1976-2016). Task: Predict the product of the given reaction. (1) The product is: [CH3:36][O:40][C:10](=[O:21])[C@@H:9]([NH:8][C:6]([O:5][C:1]([CH3:2])([CH3:3])[CH3:4])=[O:7])[CH2:22][C@@H:23]([CH3:24])[CH2:27][O:28][CH2:29][C:30]1[CH:31]=[CH:32][CH:33]=[CH:34][CH:35]=1.[CH2:64]([O:63][CH2:62][C@H:58]([CH3:59])[CH2:57][C@H:44]([NH:43][C:41]([O:40][C:36]([CH3:39])([CH3:38])[CH3:37])=[O:42])[CH:45]=[O:56])[C:65]1[CH:66]=[CH:67][CH:68]=[CH:69][CH:70]=1. Given the reactants [C:1]([O:5][C:6]([NH:8][C@@H:9]([CH2:22][C@H:23]([CH2:27][O:28][CH2:29][C:30]1[CH:35]=[CH:34][CH:33]=[CH:32][CH:31]=1)[CH:24](C)C)[C@@H:10]([OH:21])CC(=C)C(NCCCC)=O)=[O:7])([CH3:4])([CH3:3])[CH3:2].[C:36]([O:40][C:41]([NH:43][C@@H:44]([CH2:57][C@H:58]([CH2:62][O:63][CH2:64][C:65]1[CH:70]=[CH:69][CH:68]=[CH:67][CH:66]=1)[CH:59](C)C)[C@H:45]([OH:56])CC(=C)C(NCCCC)=O)=[O:42])([CH3:39])([CH3:38])[CH3:37].[H-].C([Al+]CC(C)C)C(C)C, predict the reaction product. (2) Given the reactants [O:1]=[C:2]1[C:8]2=[N:9][C:10]3[CH:15]=[CH:14][C:13]([C:16]([OH:18])=O)=[CH:12][C:11]=3[N:7]2[CH2:6][CH2:5][CH2:4][NH:3]1.C(N1C=CN=C1)([N:21]1C=CN=C1)=O.C[C:32]1[O:36][N:35]=[C:34](N)[CH:33]=1.[CH2:38]1[CH2:48][CH2:47]N2[C:41](=NCCC2)[CH2:40][CH2:39]1, predict the reaction product. The product is: [O:1]=[C:2]1[C:8]2=[N:9][C:10]3[CH:15]=[CH:14][C:13]([C:16]([NH:21][C:32]4[O:36][N:35]=[C:34]([C:38]5[CH:39]=[CH:40][CH:41]=[CH:47][CH:48]=5)[CH:33]=4)=[O:18])=[CH:12][C:11]=3[N:7]2[CH2:6][CH2:5][CH2:4][NH:3]1. (3) The product is: [Si:21]([O:1][C@H:2]([CH3:11])[CH2:3][CH2:4][CH2:5][C:6]([O:8][CH2:9][CH3:10])=[O:7])([C:17]([CH3:20])([CH3:19])[CH3:18])([C:28]1[CH:29]=[CH:30][CH:31]=[CH:32][CH:33]=1)[C:22]1[CH:27]=[CH:26][CH:25]=[CH:24][CH:23]=1. Given the reactants [OH:1][C@H:2]([CH3:11])[CH2:3][CH2:4][CH2:5][C:6]([O:8][CH2:9][CH3:10])=[O:7].N1C=CN=C1.[C:17]([Si:21](Cl)([C:28]1[CH:33]=[CH:32][CH:31]=[CH:30][CH:29]=1)[C:22]1[CH:27]=[CH:26][CH:25]=[CH:24][CH:23]=1)([CH3:20])([CH3:19])[CH3:18].O, predict the reaction product. (4) Given the reactants Br[C:2]1[CH:3]=[C:4]2[C:10]([C:11]3[CH:12]=[N:13][N:14]([CH2:16][C:17]4[CH:22]=[CH:21][CH:20]=[C:19]([F:23])[CH:18]=4)[CH:15]=3)=[CH:9][N:8]([S:24]([C:27]3[CH:33]=[CH:32][C:30]([CH3:31])=[CH:29][CH:28]=3)(=[O:26])=[O:25])[C:5]2=[N:6][CH:7]=1.[CH3:34][O:35][C:36]1[C:41]([NH:42][S:43]([CH3:46])(=[O:45])=[O:44])=[CH:40][C:39](B2OC(C)(C)C(C)(C)O2)=[CH:38][N:37]=1.C(=O)([O-])[O-].[Na+].[Na+], predict the reaction product. The product is: [F:23][C:19]1[CH:18]=[C:17]([CH:22]=[CH:21][CH:20]=1)[CH2:16][N:14]1[CH:15]=[C:11]([C:10]2[C:4]3[C:5](=[N:6][CH:7]=[C:2]([C:39]4[CH:40]=[C:41]([NH:42][S:43]([CH3:46])(=[O:44])=[O:45])[C:36]([O:35][CH3:34])=[N:37][CH:38]=4)[CH:3]=3)[N:8]([S:24]([C:27]3[CH:28]=[CH:29][C:30]([CH3:31])=[CH:32][CH:33]=3)(=[O:26])=[O:25])[CH:9]=2)[CH:12]=[N:13]1. (5) Given the reactants [Cl:1][C:2]1[CH:7]=[C:6](Cl)[N:5]=[CH:4][C:3]=1[C:9]#[N:10].[CH3:11][N:12]1[CH:16]=[C:15]([NH:17]C(=O)C)[C:14]([CH3:21])=[N:13]1.CC1(C)C2C=CC=C(P(C3C=CC=CC=3)C3C=CC=CC=3)C=2OC2C1=CC=CC=2P(C1C=CC=CC=1)C1C=CC=CC=1.C(=O)([O-])[O-].[Cs+].[Cs+].O.[OH-].[Li+], predict the reaction product. The product is: [Cl:1][C:2]1[CH:7]=[C:6]([NH:17][C:15]2[C:14]([CH3:21])=[N:13][N:12]([CH3:11])[CH:16]=2)[N:5]=[CH:4][C:3]=1[C:9]#[N:10]. (6) Given the reactants [Cl:1][C:2]1[CH:10]=[C:9]2[C:5]([CH2:6][C:7](=[O:11])[NH:8]2)=[CH:4][C:3]=1[C:12]1[CH:17]=[CH:16][C:15]([CH2:18][C:19]2[CH:24]=[CH:23][CH:22]=[CH:21][C:20]=2[O:25]C)=[CH:14][CH:13]=1.B(Br)(Br)Br.CO, predict the reaction product. The product is: [Cl:1][C:2]1[CH:10]=[C:9]2[C:5]([CH2:6][C:7](=[O:11])[NH:8]2)=[CH:4][C:3]=1[C:12]1[CH:13]=[CH:14][C:15]([CH2:18][C:19]2[CH:24]=[CH:23][CH:22]=[CH:21][C:20]=2[OH:25])=[CH:16][CH:17]=1. (7) The product is: [OH:39][C:36]1([C:34]([N:2]2[CH2:6][CH2:5][C@@H:4]([NH:7][C:8]([C:10]3[C:14]4[N:15]=[CH:16][N:17]=[C:18]([C:19]5[C:27]6[O:26][CH2:25][O:24][C:23]=6[CH:22]=[CH:21][C:20]=5[O:28][CH2:29][CH:30]5[CH2:32][CH2:31]5)[C:13]=4[NH:12][CH:11]=3)=[O:9])[CH2:3]2)=[O:35])[CH2:38][CH2:37]1. Given the reactants Cl.[NH:2]1[CH2:6][CH2:5][C@@H:4]([NH:7][C:8]([C:10]2[C:14]3[N:15]=[CH:16][N:17]=[C:18]([C:19]4[C:27]5[O:26][CH2:25][O:24][C:23]=5[CH:22]=[CH:21][C:20]=4[O:28][CH2:29][CH:30]4[CH2:32][CH2:31]4)[C:13]=3[NH:12][CH:11]=2)=[O:9])[CH2:3]1.Cl[C:34]([C:36]1([O:39]C(=O)C)[CH2:38][CH2:37]1)=[O:35], predict the reaction product. (8) The product is: [N:1]1[CH:6]=[CH:5][C:4]([C:17]2[CH:18]=[CH:19][CH:20]=[C:21]3[C:26]=2[C:25](=[O:27])[N:24]([CH2:28][CH2:29][C:30]2[CH:39]=[CH:38][C:37]4[C:32](=[CH:33][CH:34]=[CH:35][CH:36]=4)[N:31]=2)[N:23]=[CH:22]3)=[CH:3][CH:2]=1. Given the reactants [N:1]1[CH:6]=[CH:5][C:4](B(O)O)=[CH:3][CH:2]=1.C([O-])([O-])=O.[K+].[K+].Cl[C:17]1[CH:18]=[CH:19][CH:20]=[C:21]2[C:26]=1[C:25](=[O:27])[N:24]([CH2:28][CH2:29][C:30]1[CH:39]=[CH:38][C:37]3[C:32](=[CH:33][CH:34]=[CH:35][CH:36]=3)[N:31]=1)[N:23]=[CH:22]2.O, predict the reaction product.